Dataset: Full USPTO retrosynthesis dataset with 1.9M reactions from patents (1976-2016). Task: Predict the reactants needed to synthesize the given product. Given the product [NH2:8][C:9]1[C:10]([C:16]([NH:7][C:2]2[CH:3]=[CH:4][CH:5]=[CH:6][N:1]=2)=[O:17])=[N:11][C:12]([Br:15])=[CH:13][N:14]=1, predict the reactants needed to synthesize it. The reactants are: [N:1]1[CH:6]=[CH:5][CH:4]=[CH:3][C:2]=1[NH2:7].[NH2:8][C:9]1[C:10]([C:16](O)=[O:17])=[N:11][C:12]([Br:15])=[CH:13][N:14]=1.